This data is from Reaction yield outcomes from USPTO patents with 853,638 reactions. The task is: Predict the reaction yield, written as a fraction of the theoretical maximum amount of product (1.0 means a 100% yield; for example, 0.34 means a 34% yield). (1) The reactants are [S:1]1[CH:5]=[CH:4][CH:3]=[C:2]1[C:6](Cl)=[O:7].[CH2:9]([N:16]1[C:25]2[C:20](=[CH:21][C:22]([F:26])=[CH:23][CH:24]=2)[C:19]([N:27]2[CH2:32][CH2:31][NH:30][CH2:29][CH2:28]2)=[C:18]([C:33]#[N:34])[C:17]1=[O:35])[C:10]1[CH:15]=[CH:14][CH:13]=[CH:12][CH:11]=1. The catalyst is N1C=CC=CC=1. The product is [CH2:9]([N:16]1[C:25]2[C:20](=[CH:21][C:22]([F:26])=[CH:23][CH:24]=2)[C:19]([N:27]2[CH2:32][CH2:31][N:30]([C:6]([C:2]3[S:1][CH:5]=[CH:4][CH:3]=3)=[O:7])[CH2:29][CH2:28]2)=[C:18]([C:33]#[N:34])[C:17]1=[O:35])[C:10]1[CH:15]=[CH:14][CH:13]=[CH:12][CH:11]=1. The yield is 0.760. (2) The reactants are [CH:1]1([O:6][C:7]2[CH:13]=[C:12]([CH3:14])[CH:11]=[CH:10][C:8]=2[NH2:9])[CH2:5][CH2:4][CH2:3][CH2:2]1.[CH2:15](OC(=O)CC1N=C(N)SC=1)C.[CH2:27]([O:29][C:30](=[O:53])[CH2:31][C:32]1[N:33]=[C:34]([NH:37][C:38]([NH:40][C:41]2[CH:46]=[CH:45][C:44]([CH3:47])=[CH:43][C:42]=2[O:48][CH2:49][CH:50]2[CH2:52][CH2:51]2)=[O:39])[S:35][CH:36]=1)[CH3:28]. No catalyst specified. The product is [CH2:27]([O:29][C:30](=[O:53])[CH2:31][C:32]1[N:33]=[C:34]([NH:37][C:38]([NH:9][C:8]2[CH:10]=[CH:11][C:12]([CH3:14])=[CH:13][C:7]=2[O:6][CH:1]2[CH2:5][CH2:4][CH2:3][CH2:2]2)=[O:39])[S:35][CH:36]=1)[CH3:28].[CH:49]1([O:48][C:42]2[CH:43]=[C:44]([CH3:47])[CH:45]=[CH:46][C:41]=2[NH:40][C:38](=[O:39])[NH:37][C:34]2[S:35][CH:36]=[C:32]([CH2:31][C:30]([OH:29])=[O:53])[N:33]=2)[CH2:15][CH2:51][CH2:52][CH2:50]1. The yield is 0.620. (3) The reactants are Br[C:2]1[CH:11]=[CH:10][C:9]2[N:4]([C:5](=[O:22])[CH:6]=[C:7]([C:12]3[CH:17]=[CH:16][C:15]([O:18][CH3:19])=[C:14]([O:20][CH3:21])[CH:13]=3)[CH:8]=2)[CH:3]=1.CC1(C)C(C)(C)OB([C:31]2[CH2:36][CH2:35][N:34]([C:37]([O:39][C:40]([CH3:43])([CH3:42])[CH3:41])=[O:38])[CH2:33][CH:32]=2)O1.C([O-])([O-])=O.[K+].[K+].O. The catalyst is C(#N)C. The product is [CH3:21][O:20][C:14]1[CH:13]=[C:12]([C:7]2[CH:8]=[C:9]3[N:4]([C:5](=[O:22])[CH:6]=2)[CH:3]=[C:2]([C:31]2[CH2:36][CH2:35][N:34]([C:37]([O:39][C:40]([CH3:43])([CH3:42])[CH3:41])=[O:38])[CH2:33][CH:32]=2)[CH:11]=[CH:10]3)[CH:17]=[CH:16][C:15]=1[O:18][CH3:19]. The yield is 0.730. (4) The reactants are [CH3:1][C:2]1([CH3:20])[O:6][C@@H:5]([C:7]2[N:8]=[CH:9][C:10]([NH:13]C(=O)C(C)(C)C)=[N:11][CH:12]=2)[CH2:4][O:3]1.C(=O)([O-])[O-].[K+].[K+]. The catalyst is CO. The product is [CH3:1][C:2]1([CH3:20])[O:6][C@@H:5]([C:7]2[N:8]=[CH:9][C:10]([NH2:13])=[N:11][CH:12]=2)[CH2:4][O:3]1. The yield is 0.630. (5) The reactants are [Br:1][C:2]1[CH:10]=[C:9]([F:11])[CH:8]=[C:7]([CH3:12])[C:3]=1[C:4]([OH:6])=[O:5].[C:13](=O)([O-])[O-].[K+].[K+].CI.O. The catalyst is CN(C)C=O. The product is [CH3:13][O:5][C:4](=[O:6])[C:3]1[C:7]([CH3:12])=[CH:8][C:9]([F:11])=[CH:10][C:2]=1[Br:1]. The yield is 1.00. (6) The reactants are [NH2:1][C:2]1[CH:10]=[C:9]([CH3:11])[C:8]2[N:7](C(OC(C)(C)C)=O)[C@H:6]3[CH2:19][CH2:20][N:21](C(OC(C)(C)C)=O)[CH2:22][C@H:5]3[C:4]=2[CH:3]=1.Br[C:31]1[CH:36]=[C:35]([C:37]([F:40])([F:39])[F:38])[CH:34]=[CH:33][C:32]=1[Cl:41]. No catalyst specified. The product is [Cl:41][C:32]1[CH:31]=[CH:36][C:35]([C:37]([F:38])([F:39])[F:40])=[CH:34][C:33]=1[NH:1][C:2]1[CH:10]=[C:9]([CH3:11])[C:8]2[NH:7][C@H:6]3[CH2:19][CH2:20][NH:21][CH2:22][C@H:5]3[C:4]=2[CH:3]=1. The yield is 0.420.